From a dataset of Full USPTO retrosynthesis dataset with 1.9M reactions from patents (1976-2016). Predict the reactants needed to synthesize the given product. (1) Given the product [Br:1][CH:2]([C:6]1[CH:11]=[CH:10][CH:9]=[CH:8][CH:7]=1)[C:3]([NH:12][CH2:13][CH2:14][CH2:15][N:16]1[CH2:21][CH2:20][CH:19]([C:22]2[CH:23]=[C:24]([NH:28][C:29](=[O:33])[CH:30]([CH3:31])[CH3:32])[CH:25]=[CH:26][CH:27]=2)[CH2:18][CH2:17]1)=[O:5], predict the reactants needed to synthesize it. The reactants are: [Br:1][CH:2]([C:6]1[CH:11]=[CH:10][CH:9]=[CH:8][CH:7]=1)[C:3]([OH:5])=O.[NH2:12][CH2:13][CH2:14][CH2:15][N:16]1[CH2:21][CH2:20][CH:19]([C:22]2[CH:23]=[C:24]([NH:28][C:29](=[O:33])[CH:30]([CH3:32])[CH3:31])[CH:25]=[CH:26][CH:27]=2)[CH2:18][CH2:17]1. (2) Given the product [CH3:1][N:2]([CH3:38])[CH2:3][CH2:4][N:5]1[CH2:6][C:7]2[C:8]([CH3:36])=[C:9]3[N:16]=[C:15]([C:17]4[C:18](=[O:35])[NH:19][CH:20]=[CH:21][C:22]=4[NH:23][CH:24]([CH3:34])[CH2:25][C:26]4[CH:31]=[C:30]([F:32])[CH:29]=[CH:28][C:27]=4[CH3:33])[NH:14][C:10]3=[CH:11][C:12]=2[C:13]1=[O:41], predict the reactants needed to synthesize it. The reactants are: [CH3:1][N:2]([CH3:38])[CH2:3][CH2:4][N:5]1[CH2:13][C:12]2[CH:11]=[C:10]3[NH:14][C:15]([C:17]4[C:18](=[O:35])[NH:19][CH:20]=[CH:21][C:22]=4[NH:23][CH:24]([CH3:34])[CH2:25][C:26]4[CH:31]=[C:30]([F:32])[CH:29]=[CH:28][C:27]=4[CH3:33])=[N:16][C:9]3=[C:8]([CH3:36])[C:7]=2[C:6]1=O.C(O)(=[O:41])C. (3) Given the product [Cl:28][C:24]1[CH:25]=[C:26]2[C:21](=[CH:22][CH:23]=1)[NH:20][C:19]([C:17]([NH:16][C:7]1[CH:6]=[C:5]([C:3]([OH:4])=[O:2])[C:15]3[O:14][CH2:13][CH2:12][CH2:11][O:10][C:9]=3[CH:8]=1)=[O:18])=[CH:27]2, predict the reactants needed to synthesize it. The reactants are: C[O:2][C:3]([C:5]1[C:15]2[O:14][CH2:13][CH2:12][CH2:11][O:10][C:9]=2[CH:8]=[C:7]([NH:16][C:17]([C:19]2[NH:20][C:21]3[C:26]([CH:27]=2)=[CH:25][C:24]([Cl:28])=[CH:23][CH:22]=3)=[O:18])[CH:6]=1)=[O:4].Cl.